Dataset: Peptide-MHC class I binding affinity with 185,985 pairs from IEDB/IMGT. Task: Regression. Given a peptide amino acid sequence and an MHC pseudo amino acid sequence, predict their binding affinity value. This is MHC class I binding data. The peptide sequence is LLKETIQKDI. The MHC is HLA-A02:02 with pseudo-sequence HLA-A02:02. The binding affinity (normalized) is 0.258.